This data is from Catalyst prediction with 721,799 reactions and 888 catalyst types from USPTO. The task is: Predict which catalyst facilitates the given reaction. (1) Reactant: Cl[C:2]1[CH:7]=[C:6]([CH2:8][N:9]2[CH2:13][CH2:12][CH2:11][CH2:10]2)[CH:5]=[CH:4][N:3]=1.[CH:14]1[C:23]2[C:18](=[CH:19][CH:20]=[CH:21][CH:22]=2)[CH:17]=[C:16]([NH2:24])[N:15]=1.C(=O)([O-])[O-].[Cs+].[Cs+].CC1(C)C2C(=C(P(C3C=CC=CC=3)C3C=CC=CC=3)C=CC=2)OC2C(P(C3C=CC=CC=3)C3C=CC=CC=3)=CC=CC1=2. Product: [CH:14]1[C:23]2[C:18](=[CH:19][CH:20]=[CH:21][CH:22]=2)[CH:17]=[C:16]([NH:24][C:2]2[CH:7]=[C:6]([CH2:8][N:9]3[CH2:13][CH2:12][CH2:11][CH2:10]3)[CH:5]=[CH:4][N:3]=2)[N:15]=1. The catalyst class is: 101. (2) Reactant: [CH2:1]([O:8][C:9]1[CH:16]=[C:15]([N:17]([CH2:23][CH2:24][CH2:25][CH3:26])[CH2:18][CH2:19][CH2:20][CH2:21][OH:22])[CH:14]=[CH:13][C:10]=1[CH:11]=[O:12])[C:2]1[CH:7]=[CH:6][CH:5]=[CH:4][CH:3]=1.N1C=CN=C1.[C:32]([Si:36](Cl)([C:43]1[CH:48]=[CH:47][CH:46]=[CH:45][CH:44]=1)[C:37]1[CH:42]=[CH:41][CH:40]=[CH:39][CH:38]=1)([CH3:35])([CH3:34])[CH3:33].O. Product: [CH2:1]([O:8][C:9]1[CH:16]=[C:15]([N:17]([CH2:23][CH2:24][CH2:25][CH3:26])[CH2:18][CH2:19][CH2:20][CH2:21][O:22][Si:36]([C:32]([CH3:35])([CH3:34])[CH3:33])([C:43]2[CH:44]=[CH:45][CH:46]=[CH:47][CH:48]=2)[C:37]2[CH:42]=[CH:41][CH:40]=[CH:39][CH:38]=2)[CH:14]=[CH:13][C:10]=1[CH:11]=[O:12])[C:2]1[CH:3]=[CH:4][CH:5]=[CH:6][CH:7]=1. The catalyst class is: 42. (3) Reactant: [CH3:1][C:2]1[CH:7]=[C:6]([O:8][CH2:9][CH2:10][CH2:11][S:12]([CH3:15])(=[O:14])=[O:13])[CH:5]=[C:4]([CH3:16])[C:3]=1[C:17]1[CH:22]=[CH:21][CH:20]=[C:19]([CH2:23][O:24][C:25]2[CH:38]=[CH:37][C:28]3[C@H:29]([CH2:32][C:33]([O:35]C)=[O:34])[CH2:30][O:31][C:27]=3[CH:26]=2)[CH:18]=1.CO.[OH-].[Na+].Cl. Product: [CH3:16][C:4]1[CH:5]=[C:6]([O:8][CH2:9][CH2:10][CH2:11][S:12]([CH3:15])(=[O:14])=[O:13])[CH:7]=[C:2]([CH3:1])[C:3]=1[C:17]1[CH:22]=[CH:21][CH:20]=[C:19]([CH2:23][O:24][C:25]2[CH:38]=[CH:37][C:28]3[C@H:29]([CH2:32][C:33]([OH:35])=[O:34])[CH2:30][O:31][C:27]=3[CH:26]=2)[CH:18]=1. The catalyst class is: 132. (4) Reactant: [N-:1]=[N+:2]=[N-:3].[Na+].Br[CH2:6][C:7]1[CH:16]=[CH:15][C:10]([C:11]([O:13][CH3:14])=[O:12])=[CH:9][CH:8]=1. Product: [N:1]([CH2:6][C:7]1[CH:16]=[CH:15][C:10]([C:11]([O:13][CH3:14])=[O:12])=[CH:9][CH:8]=1)=[N+:2]=[N-:3]. The catalyst class is: 16. (5) The catalyst class is: 5. Reactant: [CH3:1][NH2:2].[CH3:3][C:4]([C:6]1[CH:11]=[C:10]([Br:12])[CH:9]=[C:8]([Br:13])[CH:7]=1)=O.[BH4-].[Na+]. Product: [Br:13][C:8]1[CH:7]=[C:6]([CH:4]([NH:2][CH3:1])[CH3:3])[CH:11]=[C:10]([Br:12])[CH:9]=1. (6) Reactant: [CH:1]([C:3]1[CH:4]=[C:5](B(O)O)[CH:6]=[CH:7][CH:8]=1)=[O:2].Br[C:13]1[C:17]2[CH:18]=[CH:19][CH:20]=[CH:21][C:16]=2[S:15][CH:14]=1.C(=O)([O-])[O-].[Cs+].[Cs+].C(O)C. Product: [S:15]1[C:16]2[CH:21]=[CH:20][CH:19]=[CH:18][C:17]=2[C:13]([C:5]2[CH:4]=[C:3]([CH:8]=[CH:7][CH:6]=2)[CH:1]=[O:2])=[CH:14]1. The catalyst class is: 206. (7) Reactant: [Cl:1][C:2]1[CH:7]=[CH:6][C:5]([C:8]2[NH:9][C:10]3[C:15]([C:16]=2[CH2:17][C:18](O)=[O:19])=[CH:14][CH:13]=[CH:12][CH:11]=3)=[CH:4][C:3]=1[S:21](=[O:30])(=[O:29])[NH:22][CH:23]1[CH2:28][CH2:27][CH2:26][CH2:25][CH2:24]1.Cl.CN(C)CCCN=C=NCC.CN(C1C=CC=CN=1)C.[CH3:52][S:53]([NH2:56])(=[O:55])=[O:54]. Product: [Cl:1][C:2]1[CH:7]=[CH:6][C:5]([C:8]2[NH:9][C:10]3[C:15]([C:16]=2[CH2:17][C:18]([NH:56][S:53]([CH3:52])(=[O:55])=[O:54])=[O:19])=[CH:14][CH:13]=[CH:12][CH:11]=3)=[CH:4][C:3]=1[S:21]([NH:22][CH:23]1[CH2:24][CH2:25][CH2:26][CH2:27][CH2:28]1)(=[O:30])=[O:29]. The catalyst class is: 4. (8) Reactant: [Br:1][C:2]1[C:3]([OH:13])=[C:4]([C:10](=[O:12])[CH3:11])[CH:5]=[CH:6][C:7]=1[O:8]C.B(Br)(Br)Br.ClCCl.CCCCCC. Product: [Br:1][C:2]1[C:3]([OH:13])=[C:4]([C:10](=[O:12])[CH3:11])[CH:5]=[CH:6][C:7]=1[OH:8]. The catalyst class is: 4. (9) Reactant: [Br:1][C:2]1[CH:11]=[C:10]2[C:5]([CH2:6][CH2:7][N:8]([C:17](=[O:35])[C:18]([N:20]([C:31]([CH3:34])([CH3:33])[CH3:32])[CH2:21][CH2:22][CH2:23][C:24]#[C:25][C:26]3[S:27][CH:28]=[CH:29][CH:30]=3)=[O:19])[CH:9]2[C:12]([O:14]CC)=[O:13])=[CH:4][C:3]=1[O:36][CH3:37].[OH-].[K+].Cl. Product: [Br:1][C:2]1[CH:11]=[C:10]2[C:5]([CH2:6][CH2:7][N:8]([C:17](=[O:35])[C:18]([N:20]([C:31]([CH3:34])([CH3:32])[CH3:33])[CH2:21][CH2:22][CH2:23][C:24]#[C:25][C:26]3[S:27][CH:28]=[CH:29][CH:30]=3)=[O:19])[CH:9]2[C:12]([OH:14])=[O:13])=[CH:4][C:3]=1[O:36][CH3:37]. The catalyst class is: 38. (10) Reactant: [Br:1][C:2]1[CH:9]=[C:8]([F:10])[C:5]([C:6]#[N:7])=[C:4](F)[CH:3]=1.[NH2:12][NH2:13].CCN(C(C)C)C(C)C. Product: [Br:1][C:2]1[CH:3]=[C:4]2[C:5]([C:6]([NH2:7])=[N:12][NH:13]2)=[C:8]([F:10])[CH:9]=1. The catalyst class is: 8.